Dataset: Forward reaction prediction with 1.9M reactions from USPTO patents (1976-2016). Task: Predict the product of the given reaction. Given the reactants N([C@H]([C:6]1[C:7]([C:17]2[CH:22]=[CH:21][CH:20]=[C:19]([F:23])[CH:18]=2)=[N:8][C:9]2[C:14]([CH:15]=1)=[CH:13][CH:12]=[CH:11][C:10]=2[F:16])C)=[N+]=[N-].N([C@H](C1C(Cl)=NC2C(C=1)=CC=CC=2F)C)=[N+]=[N-].C(=O)([O-])[O-].[Na+].[Na+].FC1C=C(B(O)O)C=CC=1, predict the reaction product. The product is: [F:16][C:10]1[CH:11]=[CH:12][CH:13]=[C:14]2[C:9]=1[N:8]=[C:7]([C:17]1[CH:22]=[CH:21][CH:20]=[C:19]([F:23])[CH:18]=1)[CH:6]=[CH:15]2.